From a dataset of Catalyst prediction with 721,799 reactions and 888 catalyst types from USPTO. Predict which catalyst facilitates the given reaction. (1) Reactant: [CH:1]1[C:6]([OH:7])=[CH:5][C:4]2[C:8]([CH2:11][CH2:12][NH2:13])=[CH:9][NH:10][C:3]=2[CH:2]=1.Cl.[OH:15][C:16]1[CH:24]=[CH:23][CH:22]=[C:21]([OH:25])[C:17]=1[C:18](O)=[O:19].C(N(CC)CC)C.O.ON1C2C=CC=CC=2N=N1.C(N=C=NCCCN(C)C)C. Product: [OH:15][C:16]1[CH:24]=[CH:23][CH:22]=[C:21]([OH:25])[C:17]=1[C:18]([NH:13][CH2:12][CH2:11][C:8]1[C:4]2[C:3](=[CH:2][CH:1]=[C:6]([OH:7])[CH:5]=2)[NH:10][CH:9]=1)=[O:19]. The catalyst class is: 9. (2) Reactant: [CH3:1][O:2][C:3](=[O:32])[CH2:4][CH2:5][CH2:6][CH2:7][CH2:8][CH2:9][CH2:10][C:11](=[O:31])[NH:12][C:13]1[CH:18]=[CH:17][CH:16]=[CH:15][C:14]=1[S:19](=[O:30])(=[O:29])[NH:20][C:21]([C@@:23]1([NH2:28])[CH2:25][C@H:24]1[CH:26]=[CH2:27])=[O:22].[C:33]([O:37][C:38]([NH:40][C:41]1([C:50](O)=[O:51])[CH2:49][C:48]2[C:43](=[CH:44][CH:45]=[CH:46][CH:47]=2)[CH2:42]1)=[O:39])([CH3:36])([CH3:35])[CH3:34].CN(C(ON1N=NC2C=CC=CC1=2)=[N+](C)C)C.F[P-](F)(F)(F)(F)F.CCN(C(C)C)C(C)C. Product: [CH3:1][O:2][C:3](=[O:32])[CH2:4][CH2:5][CH2:6][CH2:7][CH2:8][CH2:9][CH2:10][C:11](=[O:31])[NH:12][C:13]1[CH:18]=[CH:17][CH:16]=[CH:15][C:14]=1[S:19](=[O:30])(=[O:29])[NH:20][C:21]([C@@:23]1([NH:28][C:50]([C:41]2([NH:40][C:38]([O:37][C:33]([CH3:36])([CH3:35])[CH3:34])=[O:39])[CH2:42][C:43]3[C:48](=[CH:47][CH:46]=[CH:45][CH:44]=3)[CH2:49]2)=[O:51])[CH2:25][C@H:24]1[CH:26]=[CH2:27])=[O:22]. The catalyst class is: 3. (3) Reactant: [Cl:1][C:2]1[CH:3]=[C:4]([CH:9]([CH:17]([OH:26])[C:18]2[C:19]([O:24][CH3:25])=[N:20][CH:21]=[CH:22][CH:23]=2)[CH2:10][NH:11][C:12](=O)OCC)[CH:5]=[CH:6][C:7]=1[Cl:8].B.C(P(C1C=CC=CC=1)(=S)O)CCC. Product: [Cl:1][C:2]1[CH:3]=[C:4]([C@@H:9]([CH2:10][NH:11][CH3:12])[C@H:17]([C:18]2[C:19]([O:24][CH3:25])=[N:20][CH:21]=[CH:22][CH:23]=2)[OH:26])[CH:5]=[CH:6][C:7]=1[Cl:8].[Cl:1][C:2]1[CH:3]=[C:4]([C@H:9]([CH2:10][NH:11][CH3:12])[C@@H:17]([C:18]2[C:19]([O:24][CH3:25])=[N:20][CH:21]=[CH:22][CH:23]=2)[OH:26])[CH:5]=[CH:6][C:7]=1[Cl:8]. The catalyst class is: 1. (4) Reactant: [OH:1][C:2]1[CH:7]=[CH:6][C:5]([NH:8][C:9](=[O:11])[CH3:10])=[C:4]([N+:12]([O-:14])=[O:13])[CH:3]=1.Br[CH2:16][CH2:17][C:18]([CH3:25])([CH3:24])[C:19]([O:21][CH2:22][CH3:23])=[O:20].CN(C=O)C.C([O-])([O-])=O.[K+].[K+]. Product: [C:9]([NH:8][C:5]1[CH:6]=[CH:7][C:2]([O:1][CH2:16][CH2:17][C:18]([CH3:25])([CH3:24])[C:19]([O:21][CH2:22][CH3:23])=[O:20])=[CH:3][C:4]=1[N+:12]([O-:14])=[O:13])(=[O:11])[CH3:10]. The catalyst class is: 25. (5) Reactant: [O:1]=[S:2]1(=[O:31])[C:7]2[CH:8]=[CH:9][CH:10]=[CH:11][C:6]=2[NH:5][C:4]([C:12]2[C:13](=[O:30])[N:14]([N:23]=[C:24]3[CH2:28][CH2:27][CH:26]([CH3:29])[CH2:25]3)[C:15]3[C:20]([C:21]=2[OH:22])=[CH:19][CH:18]=[CH:17][CH:16]=3)=[N:3]1.CO.[BH4-].[Li+].Cl. Product: [O:31]=[S:2]1(=[O:1])[C:7]2[CH:8]=[CH:9][CH:10]=[CH:11][C:6]=2[NH:5][C:4]([C:12]2[C:13](=[O:30])[N:14]([NH:23][CH:24]3[CH2:28][CH2:27][CH:26]([CH3:29])[CH2:25]3)[C:15]3[C:20]([C:21]=2[OH:22])=[CH:19][CH:18]=[CH:17][CH:16]=3)=[N:3]1. The catalyst class is: 30.